Dataset: Catalyst prediction with 721,799 reactions and 888 catalyst types from USPTO. Task: Predict which catalyst facilitates the given reaction. (1) Reactant: [Br:1][C:2]1[CH:7]=[CH:6][C:5]([C:8]2[CH2:12][CH:11]([CH2:13][OH:14])[O:10][N:9]=2)=[CH:4][CH:3]=1.C(N(CC)CC)C.[Si:22](Cl)([C:25]([CH3:28])([CH3:27])[CH3:26])([CH3:24])[CH3:23].O. Product: [Br:1][C:2]1[CH:3]=[CH:4][C:5]([C:8]2[CH2:12][CH:11]([CH2:13][O:14][Si:22]([C:25]([CH3:28])([CH3:27])[CH3:26])([CH3:24])[CH3:23])[O:10][N:9]=2)=[CH:6][CH:7]=1. The catalyst class is: 119. (2) Reactant: [Cl:1][C:2]1[CH:7]=[CH:6][C:5]([SH:8])=[CH:4][CH:3]=1.CCN(CC)CC.Br[CH2:17][CH:18]([O:21][CH3:22])[O:19][CH3:20].O. Product: [Cl:1][C:2]1[CH:7]=[CH:6][C:5]([S:8][CH2:17][CH:18]([O:21][CH3:22])[O:19][CH3:20])=[CH:4][CH:3]=1. The catalyst class is: 1. (3) Reactant: [F:1][C:2]1[CH:3]=[C:4]([C:26]2[CH2:30][N:29]([C:31]([O:33][C:34]([CH3:37])([CH3:36])[CH3:35])=[O:32])[C@H:28]([C:38]([O:40][CH3:41])=[O:39])[CH:27]=2)[CH:5]=[CH:6][C:7]=1[C:8]1[S:9][C:10]2[C:15]([N:16]=1)=[CH:14][CH:13]=[C:12]([C:17]1([C:20]3[CH:25]=[CH:24][CH:23]=[CH:22][CH:21]=3)[CH2:19][CH2:18]1)[N:11]=2.O. Product: [F:1][C:2]1[CH:3]=[C:4]([C@@H:26]2[CH2:30][N:29]([C:31]([O:33][C:34]([CH3:35])([CH3:36])[CH3:37])=[O:32])[C@H:28]([C:38]([O:40][CH3:41])=[O:39])[CH2:27]2)[CH:5]=[CH:6][C:7]=1[C:8]1[S:9][C:10]2[C:15]([N:16]=1)=[CH:14][CH:13]=[C:12]([C:17]1([C:20]3[CH:21]=[CH:22][CH:23]=[CH:24][CH:25]=3)[CH2:19][CH2:18]1)[N:11]=2. The catalyst class is: 354. (4) The catalyst class is: 15. Reactant: [C:1]([N:5]1[C:9]([NH2:10])=[CH:8][C:7]([CH:11]2[CH2:14][CH2:13][CH2:12]2)=[N:6]1)([CH3:4])([CH3:3])[CH3:2].CO[C:17](OC)([CH3:22])[C:18](OC)=[O:19]. Product: [C:1]([N:5]1[C:9]2[NH:10][C:18](=[O:19])[CH:17]=[CH:22][C:8]=2[C:7]([CH:11]2[CH2:14][CH2:13][CH2:12]2)=[N:6]1)([CH3:4])([CH3:2])[CH3:3]. (5) Reactant: [CH3:1][O:2][C:3]([C:5]12[CH2:12][CH2:11][C:8](C(O)=O)([CH2:9][CH2:10]1)[CH2:7][CH2:6]2)=[O:4].C1(P(N=[N+]=[N-])(C2C=CC=CC=2)=[O:23])C=CC=CC=1.CC[N:35]([CH2:38]C)CC.[CH2:40]([OH:47])[C:41]1[CH:46]=[CH:45][CH:44]=[CH:43][CH:42]=1. Product: [CH2:40]([O:47][C:38]([NH:35][C:8]12[CH2:7][CH2:6][C:5]([C:3]([O:2][CH3:1])=[O:4])([CH2:10][CH2:9]1)[CH2:12][CH2:11]2)=[O:23])[C:41]1[CH:46]=[CH:45][CH:44]=[CH:43][CH:42]=1. The catalyst class is: 11. (6) Reactant: [F:1][C:2]1[CH:7]=[CH:6][CH:5]=[CH:4][C:3]=1[N:8]1[C:12]2[CH:13]=[CH:14][CH:15]=[CH:16][C:11]=2[N:10]([CH2:17][CH2:18][CH:19]([OH:23])[CH2:20][NH:21][CH3:22])[S:9]1(=[O:25])=[O:24].[C:26]([O:30][C:31](=[O:33])[NH2:32])([CH3:29])([CH3:28])[CH3:27].F[B-](F)(F)F.C[O+](C)C.CN(C1C2C(N(C)C)=CC=CC=2C=CC=1)C. Product: [F:1][C:2]1[CH:7]=[CH:6][CH:5]=[CH:4][C:3]=1[N:8]1[C:12]2[CH:13]=[CH:14][CH:15]=[CH:16][C:11]=2[N:10]([CH2:17][CH2:18][C@H:19]([O:23][CH3:26])[CH2:20][NH:21][CH3:22])[S:9]1(=[O:25])=[O:24].[C:26]([O:30][C:31](=[O:33])[NH2:32])([CH3:29])([CH3:28])[CH3:27]. The catalyst class is: 4.